Task: Predict the product of the given reaction.. Dataset: Forward reaction prediction with 1.9M reactions from USPTO patents (1976-2016) (1) Given the reactants [H-].[Na+].[CH3:3][O:4][C:5]([CH:7]1[C:13](=[O:14])[CH2:12][CH2:11][CH2:10][CH2:9][CH2:8]1)=[O:6].[F:15][C:16]([F:29])([F:28])[S:17](O[S:17]([C:16]([F:29])([F:28])[F:15])(=[O:19])=[O:18])(=[O:19])=[O:18].[Cl-].[NH4+], predict the reaction product. The product is: [F:15][C:16]([F:29])([F:28])[S:17]([O:14][C:13]1[CH2:12][CH2:11][CH2:10][CH2:9][CH2:8][C:7]=1[C:5]([O:4][CH3:3])=[O:6])(=[O:19])=[O:18]. (2) Given the reactants [NH2:1][CH2:2][C:3]1[CH:4]=[C:5]([C:9]2[CH:10]=[C:11]3[C:15](=[C:16]([C:18]([NH2:20])=[O:19])[CH:17]=2)[NH:14][CH:13]=[C:12]3[CH:21]2[CH2:26][CH2:25][N:24]([S:27]([CH2:30][CH3:31])(=[O:29])=[O:28])[CH2:23][CH2:22]2)[CH:6]=[CH:7][CH:8]=1.[Cl:32][C:33]1[CH:38]=[CH:37][C:36]([Cl:39])=[CH:35][C:34]=1[S:40](Cl)(=[O:42])=[O:41].CCN(C(C)C)C(C)C, predict the reaction product. The product is: [Cl:32][C:33]1[CH:38]=[CH:37][C:36]([Cl:39])=[CH:35][C:34]=1[S:40]([NH:1][CH2:2][C:3]1[CH:4]=[C:5]([C:9]2[CH:10]=[C:11]3[C:15](=[C:16]([C:18]([NH2:20])=[O:19])[CH:17]=2)[NH:14][CH:13]=[C:12]3[CH:21]2[CH2:22][CH2:23][N:24]([S:27]([CH2:30][CH3:31])(=[O:29])=[O:28])[CH2:25][CH2:26]2)[CH:6]=[CH:7][CH:8]=1)(=[O:42])=[O:41]. (3) Given the reactants [Cl:1][C:2]1[CH:3]=[C:4]([N:9]2[C:13]([C:14]3[CH:15]=[CH:16][C:17]4[N:18]([N:20]=[CH:21][N:22]=4)[CH:19]=3)=[C:12]([CH3:23])[NH:11][C:10]2=[O:24])[CH:5]=[CH:6][C:7]=1[F:8].CN(C)C=O.CC(C)([O-])C.[K+].[CH3:36][S:37](Cl)(=[O:39])=[O:38], predict the reaction product. The product is: [N:22]1[CH:21]=[N:20][N:18]2[CH:19]=[C:14]([C:13]3[N:9]([C:4]4[CH:5]=[CH:6][C:7]([F:8])=[C:2]([Cl:1])[CH:3]=4)[C:10](=[O:24])[N:11]([S:37]([CH3:36])(=[O:39])=[O:38])[C:12]=3[CH3:23])[CH:15]=[CH:16][C:17]=12. (4) Given the reactants [Br:1][C:2]1[CH:7]=[CH:6][C:5](F)=[CH:4][C:3]=1[C:9]([F:12])([F:11])[F:10].C([O:16][CH2:17][CH2:18][OH:19])(=O)C.[H-].[Na+].CN(C=O)C, predict the reaction product. The product is: [Br:1][C:2]1[CH:7]=[CH:6][C:5]([O:16][CH2:17][CH2:18][OH:19])=[CH:4][C:3]=1[C:9]([F:12])([F:11])[F:10]. (5) Given the reactants [CH2:1]([C:3]1[S:28][C:6]2[N:7]([CH2:13][C:14]3[CH:19]=[CH:18][C:17]([C:20]4[C:21]([C:26]#[N:27])=[CH:22][CH:23]=[CH:24][CH:25]=4)=[CH:16][CH:15]=3)[C:8](=[O:12])[NH:9][C:10](=[O:11])[C:5]=2[CH:4]=1)[CH3:2].Br[CH2:30][C:31]([C:33]1[CH:38]=[CH:37][CH:36]=[CH:35][C:34]=1[O:39][CH3:40])=[O:32].CN(C)C=O.[H-].[Na+], predict the reaction product. The product is: [CH2:1]([C:3]1[S:28][C:6]2[N:7]([CH2:13][C:14]3[CH:19]=[CH:18][C:17]([C:20]4[C:21]([C:26]#[N:27])=[CH:22][CH:23]=[CH:24][CH:25]=4)=[CH:16][CH:15]=3)[C:8](=[O:12])[N:9]([CH2:30][C:31]([C:33]3[CH:38]=[CH:37][CH:36]=[CH:35][C:34]=3[O:39][CH3:40])=[O:32])[C:10](=[O:11])[C:5]=2[CH:4]=1)[CH3:2]. (6) Given the reactants [C:1]1([C:7]2[N:11]=[C:10]([C:12]3[CH:20]=[CH:19][C:15](C(O)=O)=[CH:14][CH:13]=3)[O:9][N:8]=2)[CH:6]=[CH:5][CH:4]=[CH:3][CH:2]=1.C(Cl)CCl.C1C=CC2N([OH:34])N=NC=2C=1.CC[N:37]([CH:41](C)C)C(C)C.CC(C)(C)CCN, predict the reaction product. The product is: [C:1]1([C:7]2[N:11]=[C:10]([C:12]3[CH:13]=[CH:14][CH:15]=[CH:19][C:20]=3[C:41]([NH2:37])=[O:34])[O:9][N:8]=2)[CH:2]=[CH:3][CH:4]=[CH:5][CH:6]=1. (7) Given the reactants [NH:1]1[C:5]2[CH:6]=[CH:7][CH:8]=[CH:9][C:4]=2[N:3]=[C:2]1[C:10]1[CH:15]=[CH:14][C:13]([C:16]2[O:17][CH:18]=[C:19]([C:21]([O:23][CH3:24])=[O:22])[N:20]=2)=[CH:12][CH:11]=1.Br[CH2:26][CH:27]1[CH2:30][CH2:29][CH2:28]1.C([O-])([O-])=O.[K+].[K+], predict the reaction product. The product is: [CH:27]1([CH2:26][N:1]2[C:5]3[CH:6]=[CH:7][CH:8]=[CH:9][C:4]=3[N:3]=[C:2]2[C:10]2[CH:11]=[CH:12][C:13]([C:16]3[O:17][CH:18]=[C:19]([C:21]([O:23][CH3:24])=[O:22])[N:20]=3)=[CH:14][CH:15]=2)[CH2:30][CH2:29][CH2:28]1. (8) Given the reactants [F:1][C:2]1[C:3](=[O:9])[NH:4][C:5](=[O:8])[NH:6][CH:7]=1.S([O-])([O-])(=O)=O.[NH4+].[NH4+].C(O[CH:21]1[O:34][C@H:33]([CH2:35][O:36][C:37](=[O:39])[CH3:38])[C@H:27]([O:28][S:29]([CH3:32])(=[O:31])=[O:30])[C@H:22]1[O:23][C:24](=[O:26])[CH3:25])(=O)C.[Sn](Cl)(Cl)(Cl)Cl.C(=O)(O)[O-].[Na+].C(=O)=O, predict the reaction product. The product is: [C:24]([O:23][C@@H:22]1[C@@H:27]([O:28][S:29]([CH3:32])(=[O:30])=[O:31])[C@@H:33]([CH2:35][O:36][C:37](=[O:39])[CH3:38])[O:34][C@H:21]1[N:6]1[CH:7]=[C:2]([F:1])[C:3](=[O:9])[NH:4][C:5]1=[O:8])(=[O:26])[CH3:25].